From a dataset of Full USPTO retrosynthesis dataset with 1.9M reactions from patents (1976-2016). Predict the reactants needed to synthesize the given product. Given the product [S:1]1[CH:5]=[CH:4][CH:3]=[C:2]1[S:6]([NH:9][C:10]1[CH:11]=[CH:12][CH:13]=[C:14]2[C:18]=1[NH:17][C:16]([C:19](=[S:31])[NH2:21])=[CH:15]2)(=[O:8])=[O:7], predict the reactants needed to synthesize it. The reactants are: [S:1]1[CH:5]=[CH:4][CH:3]=[C:2]1[S:6]([NH:9][C:10]1[CH:11]=[CH:12][CH:13]=[C:14]2[C:18]=1[NH:17][C:16]([C:19]([NH2:21])=O)=[CH:15]2)(=[O:8])=[O:7].COC1C=CC(P2(SP(C3C=CC(OC)=CC=3)(=S)S2)=[S:31])=CC=1.